Dataset: CYP2D6 inhibition data for predicting drug metabolism from PubChem BioAssay. Task: Regression/Classification. Given a drug SMILES string, predict its absorption, distribution, metabolism, or excretion properties. Task type varies by dataset: regression for continuous measurements (e.g., permeability, clearance, half-life) or binary classification for categorical outcomes (e.g., BBB penetration, CYP inhibition). Dataset: cyp2d6_veith. (1) The molecule is C=CCOC(=O)C1=C(C)NC(SCC(=O)OCC)=C(C#N)C1c1ccc(C)cc1. The result is 1 (inhibitor). (2) The compound is CCn1c(SCc2ccc([N+](=O)[O-])cc2)nnc1C(C)NC(=O)c1ccccc1Br. The result is 0 (non-inhibitor).